This data is from Full USPTO retrosynthesis dataset with 1.9M reactions from patents (1976-2016). The task is: Predict the reactants needed to synthesize the given product. Given the product [NH2:22][C:21]1[N:20]=[C:43]([O:44][C:11]2[CH:16]=[CH:15][C:14]([NH:17][C:18]([NH:20][C:21]3[N:22]([C:30]4[CH:31]=[CH:32][C:33]([CH2:36][N:37]5[CH2:42][CH2:41][O:40][CH2:39][CH2:38]5)=[CH:34][CH:35]=4)[N:23]=[C:24]([C:26]([CH3:29])([CH3:28])[CH3:27])[CH:25]=3)=[O:19])=[CH:13][CH:12]=2)[N:23]=[CH:24][CH:25]=1, predict the reactants needed to synthesize it. The reactants are: N(C1N=CN=C(O[C:11]2[CH:16]=[CH:15][C:14]([NH:17][C:18]([NH:20][C:21]3[N:22]([C:30]4[CH:35]=[CH:34][C:33]([CH2:36][N:37]5[CH2:42][CH2:41][O:40][CH2:39][CH2:38]5)=[CH:32][CH:31]=4)[N:23]=[C:24]([C:26]([CH3:29])([CH3:28])[CH3:27])[CH:25]=3)=[O:19])=[CH:13][CH:12]=2)C=1)=[N+]=[N-].[CH3:43][OH:44].